From a dataset of Full USPTO retrosynthesis dataset with 1.9M reactions from patents (1976-2016). Predict the reactants needed to synthesize the given product. (1) Given the product [C:1]([C:4]1[C:9]([C:10]2[CH:15]=[CH:14][CH:13]=[CH:12][CH:11]=2)=[N:8][N:7]([CH2:16][CH3:17])[C:6](=[O:18])[C:5]=1[NH:19][C:28]1[CH:27]=[CH:25][CH:24]=[C:23]([Cl:22])[CH:29]=1)(=[O:3])[CH3:2], predict the reactants needed to synthesize it. The reactants are: [C:1]([C:4]1[C:9]([C:10]2[CH:15]=[CH:14][CH:13]=[CH:12][CH:11]=2)=[N:8][N:7]([CH2:16][CH3:17])[C:6](=[O:18])[C:5]=1[N+:19]([O-])=O)(=[O:3])[CH3:2].[Cl:22][C:23]1[CH:24]=[C:25]([CH:27]=[CH:28][CH:29]=1)N. (2) Given the product [CH3:28][C:29]1[CH:30]=[C:31]2[C:35](=[CH:36][CH:37]=1)[NH:34][CH:33]=[C:32]2[C:38]1[CH2:39][CH2:40][N:41]([CH2:12][CH:13]2[O:27][C:17]3=[C:18]4[C:23](=[CH:24][CH:25]=[C:16]3[O:15][CH2:14]2)[N:22]=[C:21]([CH3:26])[CH:20]=[CH:19]4)[CH2:42][CH:43]=1, predict the reactants needed to synthesize it. The reactants are: CC1C=CC(S(O[CH2:12][C@@H:13]2[O:27][C:17]3=[C:18]4[C:23](=[CH:24][CH:25]=[C:16]3[O:15][CH2:14]2)[N:22]=[C:21]([CH3:26])[CH:20]=[CH:19]4)(=O)=O)=CC=1.[CH3:28][C:29]1[CH:30]=[C:31]2[C:35](=[CH:36][CH:37]=1)[NH:34][CH:33]=[C:32]2[C:38]1[CH2:39][CH2:40][NH:41][CH2:42][CH:43]=1. (3) The reactants are: [CH:1]([C:3]1[CH:11]=[CH:10][C:6]([C:7]([OH:9])=[O:8])=[CH:5][CH:4]=1)=[CH2:2].[CH2:12](O)[C:13]([F:16])([F:15])[F:14].C1(N=C=NC2CCCCC2)CCCCC1.C(C1C=C(C)C=C(C(C)(C)C)C=1O)(C)(C)C. Given the product [CH:1]([C:3]1[CH:11]=[CH:10][C:6]([C:7]([O:9][CH2:12][C:13]([F:16])([F:15])[F:14])=[O:8])=[CH:5][CH:4]=1)=[CH2:2], predict the reactants needed to synthesize it.